Dataset: Catalyst prediction with 721,799 reactions and 888 catalyst types from USPTO. Task: Predict which catalyst facilitates the given reaction. (1) Reactant: [Cl:1][C:2]1[CH:3]=[C:4]([NH2:20])[CH:5]=[C:6]([Cl:19])[C:7]=1[CH2:8][C:9]1[CH:10]=[N:11][C:12]2[C:17]([CH:18]=1)=[CH:16][CH:15]=[CH:14][CH:13]=2.[Cl:21][C:22]1[CH:27]=[C:26]([Cl:28])[CH:25]=[CH:24][C:23]=1[S:29](Cl)(=[O:31])=[O:30]. Product: [Cl:21][C:22]1[CH:27]=[C:26]([Cl:28])[CH:25]=[CH:24][C:23]=1[S:29]([NH:20][C:4]1[CH:5]=[C:6]([Cl:19])[C:7]([CH2:8][C:9]2[CH:10]=[N:11][C:12]3[C:17]([CH:18]=2)=[CH:16][CH:15]=[CH:14][CH:13]=3)=[C:2]([Cl:1])[CH:3]=1)(=[O:31])=[O:30]. The catalyst class is: 17. (2) Reactant: [CH3:1][O:2][CH2:3][CH2:4][O:5][C:6]1[CH:7]=[C:8]2[C:12](=[CH:13][CH:14]=1)[N:11](C1CCCCO1)[N:10]=[C:9]2[CH2:21][N:22]([CH3:34])[CH2:23][CH2:24][N:25](C)[C:26](=O)OC(C)(C)C.O.CC#N.[F:39][C:40]([F:45])([F:44])[C:41]([OH:43])=[O:42]. Product: [F:39][C:40]([F:45])([F:44])[C:41]([OH:43])=[O:42].[CH3:1][O:2][CH2:3][CH2:4][O:5][C:6]1[CH:7]=[C:8]2[C:12](=[CH:13][CH:14]=1)[NH:11][N:10]=[C:9]2[CH2:21][N:22]([CH3:34])[CH2:23][CH2:24][NH:25][CH3:26]. The catalyst class is: 4. (3) Reactant: [NH2:1][C@H:2]([C:5]1[CH:10]=[C:9]([F:11])[CH:8]=[C:7]([F:12])[CH:6]=1)[CH2:3][OH:4].C(N(CC)CC)C.[Cl:20][CH2:21][C:22](Cl)=[O:23]. Product: [Cl:20][CH2:21][C:22]([NH:1][C@H:2]([C:5]1[CH:6]=[C:7]([F:12])[CH:8]=[C:9]([F:11])[CH:10]=1)[CH2:3][OH:4])=[O:23]. The catalyst class is: 2. (4) Reactant: [CH2:1]([O:3][C:4]1[CH:9]=[CH:8][C:7]([N:10]2[CH:14]=[CH:13][N:12]=[CH:11]2)=[CH:6][CH:5]=1)[CH3:2].[Br:15][CH2:16][CH2:17][CH2:18][CH2:19][CH2:20][CH2:21]C. Product: [Br-:15].[CH2:1]([O:3][C:4]1[CH:5]=[CH:6][C:7]([N+:10]2[CH:14]=[CH:13][N:12]([CH2:16][CH2:17][CH2:18][CH2:19][CH2:20][CH3:21])[CH:11]=2)=[CH:8][CH:9]=1)[CH3:2]. The catalyst class is: 27. (5) Reactant: [CH2:1]([O:3][C:4]1[CH:13]=[CH:12][C:11]2[C:6](=[CH:7][CH:8]=[CH:9][C:10]=2[N+:14]([O-])=O)[N:5]=1)[CH3:2].[H][H]. Product: [NH2:14][C:10]1[CH:9]=[CH:8][CH:7]=[C:6]2[C:11]=1[CH:12]=[CH:13][C:4]([O:3][CH2:1][CH3:2])=[N:5]2. The catalyst class is: 78. (6) Reactant: C(OC([N:6]1[C:10]([C:11]2[CH:16]=[CH:15][C:14](SC)=[CH:13][CH:12]=2)=[C:9]([C:19]2[CH:24]=[CH:23][C:22]([F:25])=[CH:21][CH:20]=2)[N:8]=[C:7]1[C:26](=[O:31])[C:27]([F:30])([F:29])[F:28])C)C.[BH4-].[Na+].O[O:35][S:36]([O-:38])=O.[K+].[CH3:40]O. Product: [F:25][C:22]1[CH:23]=[CH:24][C:19]([C:9]2[N:8]=[C:7]([CH:26]([C:27]([F:29])([F:28])[F:30])[OH:31])[NH:6][C:10]=2[C:11]2[CH:16]=[CH:15][C:14]([S:36]([CH3:40])(=[O:38])=[O:35])=[CH:13][CH:12]=2)=[CH:20][CH:21]=1. The catalyst class is: 200. (7) Reactant: [N:1]1[CH:6]=[CH:5][CH:4]=[C:3]([CH3:7])[C:2]=1[CH3:8].[Br:9]Br.[OH-].[Na+]. Product: [Br:9][C:5]1[CH:4]=[C:3]([CH3:7])[C:2]([CH3:8])=[N:1][CH:6]=1. The catalyst class is: 65.